From a dataset of Peptide-MHC class II binding affinity with 134,281 pairs from IEDB. Regression. Given a peptide amino acid sequence and an MHC pseudo amino acid sequence, predict their binding affinity value. This is MHC class II binding data. The peptide sequence is SNIEKHYLSVLSLCN. The MHC is DRB1_0101 with pseudo-sequence DRB1_0101. The binding affinity (normalized) is 0.817.